This data is from Reaction yield outcomes from USPTO patents with 853,638 reactions. The task is: Predict the reaction yield, written as a fraction of the theoretical maximum amount of product (1.0 means a 100% yield; for example, 0.34 means a 34% yield). (1) The reactants are [C:1]1([C:11]2[CH:16]=[CH:15][CH:14]=[CH:13][CH:12]=2)[CH:6]=[CH:5][C:4]([CH2:7][C:8]([OH:10])=O)=[CH:3][CH:2]=1.C(N(C(C)C)CC)(C)C.F[P-](F)(F)(F)(F)F.N1C2C=CC=C(O[P+](N3CCCC3)(N3CCCC3)N3CCCC3)C=2N=N1.C1CN([P+](ON2N=NC3C=CC=CC2=3)(N2CCCC2)N2CCCC2)CC1.F[P-](F)(F)(F)(F)F.Cl.[CH2:93]([O:100][C:101]1[CH:102]=[C:103]([CH:106]=[CH:107][CH:108]=1)[CH2:104][NH2:105])[C:94]1[CH:99]=[CH:98][CH:97]=[CH:96][CH:95]=1.Cl. The catalyst is CN(C)C=O.O. The product is [CH2:93]([O:100][C:101]1[CH:102]=[C:103]([CH:106]=[CH:107][CH:108]=1)[CH2:104][NH:105][C:8](=[O:10])[CH2:7][C:4]1[CH:3]=[CH:2][C:1]([C:11]2[CH:16]=[CH:15][CH:14]=[CH:13][CH:12]=2)=[CH:6][CH:5]=1)[C:94]1[CH:95]=[CH:96][CH:97]=[CH:98][CH:99]=1. The yield is 0.620. (2) The reactants are [C:1](Cl)(=[O:4])[CH2:2][CH3:3].[CH2:6]([NH:13][C:14]([C:16]1[S:20][C:19]([NH2:21])=[N:18][C:17]=1[CH3:22])=[O:15])[C:7]1[CH:12]=[CH:11][CH:10]=[CH:9][CH:8]=1. No catalyst specified. The product is [CH2:6]([NH:13][C:14]([C:16]1[S:20][C:19]([NH:21][C:1](=[O:4])[CH2:2][CH3:3])=[N:18][C:17]=1[CH3:22])=[O:15])[C:7]1[CH:12]=[CH:11][CH:10]=[CH:9][CH:8]=1. The yield is 0.310. (3) The product is [NH2:15][C:16]1[C:17]([C:18]([C:2]2[CH:7]=[N:6][C:5]([F:8])=[CH:4][CH:3]=2)=[O:19])=[CH:24][C:25]([Br:28])=[CH:26][N:27]=1. The yield is 0.490. The catalyst is C1COCC1. The reactants are Br[C:2]1[CH:3]=[CH:4][C:5]([F:8])=[N:6][CH:7]=1.C([Mg]Cl)(C)C.Cl.[NH2:15][C:16]1[N:27]=[CH:26][C:25]([Br:28])=[CH:24][C:17]=1[C:18](N(OC)C)=[O:19]. (4) The product is [CH2:3]([N:10]1[C:23]([OH:24])=[CH:22][C:21]([CH2:27][C:28]([O:30][CH3:31])=[O:29])=[N:14]1)[C:4]1[CH:9]=[CH:8][CH:7]=[CH:6][CH:5]=1. The catalyst is C1(C)C=CC=CC=1. The yield is 0.640. The reactants are Cl.Cl.[CH2:3]([NH2:10])[C:4]1[CH:9]=[CH:8][CH:7]=[CH:6][CH:5]=1.C([N:14](C(C)C)CC)(C)C.O=[C:21]([CH2:27][C:28]([O:30][CH3:31])=[O:29])[CH2:22][C:23](OC)=[O:24].